From a dataset of Full USPTO retrosynthesis dataset with 1.9M reactions from patents (1976-2016). Predict the reactants needed to synthesize the given product. (1) Given the product [CH:30]1([CH2:29][O:28][C:20]2[CH:21]=[CH:22][C:23]([CH:25]([F:27])[F:26])=[CH:24][C:19]=2[C:18]2[C:13]3[NH:12][C:11]([CH3:33])=[C:10]([C:8]([NH:7][C@@H:5]4[CH2:6][C@@H:2]([NH:1][C:38](=[O:39])[CH2:37][O:36][CH3:35])[CH2:3][C@H:4]4[CH3:34])=[O:9])[C:14]=3[N:15]=[CH:16][N:17]=2)[CH2:32][CH2:31]1, predict the reactants needed to synthesize it. The reactants are: [NH2:1][C@@H:2]1[CH2:6][C@@H:5]([NH:7][C:8]([C:10]2[C:14]3[N:15]=[CH:16][N:17]=[C:18]([C:19]4[CH:24]=[C:23]([CH:25]([F:27])[F:26])[CH:22]=[CH:21][C:20]=4[O:28][CH2:29][CH:30]4[CH2:32][CH2:31]4)[C:13]=3[NH:12][C:11]=2[CH3:33])=[O:9])[C@H:4]([CH3:34])[CH2:3]1.[CH3:35][O:36][CH2:37][C:38](Cl)=[O:39]. (2) Given the product [ClH:46].[CH3:1][O:2][C:3]1[CH:12]=[C:11]([NH:13][C:14](=[O:43])[C:15]2[CH:20]=[CH:19][CH:18]=[C:17]([C:21]3[CH:22]=[C:23]([NH:30][C:31]4[CH:36]=[CH:35][CH:34]=[C:33]([N:37]5[CH2:41][CH2:40][CH2:39][CH:38]5[CH3:42])[N:32]=4)[C:24]4[N:25]([N:27]=[CH:28][N:29]=4)[CH:26]=3)[CH:16]=2)[CH:10]=[CH:9][C:4]=1[C:5]([OH:7])=[O:6], predict the reactants needed to synthesize it. The reactants are: [CH3:1][O:2][C:3]1[CH:12]=[C:11]([NH:13][C:14](=[O:43])[C:15]2[CH:20]=[CH:19][CH:18]=[C:17]([C:21]3[CH:22]=[C:23]([NH:30][C:31]4[CH:36]=[CH:35][CH:34]=[C:33]([N:37]5[CH2:41][CH2:40][CH2:39][CH:38]5[CH3:42])[N:32]=4)[C:24]4[N:25]([N:27]=[CH:28][N:29]=4)[CH:26]=3)[CH:16]=2)[CH:10]=[CH:9][C:4]=1[C:5]([O:7]C)=[O:6].[OH-].[Na+].[ClH:46]. (3) Given the product [NH:1]([C:37]([CH2:39][CH2:40][CH2:41][CH2:42][CH2:43][CH2:44][CH3:45])=[O:38])[C@H:2]([C:18]([NH:20][C@H:21]([C:26]([N:28]1[CH2:36][CH2:35][CH2:34][C@H:29]1[C:30]([OH:32])=[O:31])=[O:27])[CH2:22][CH:23]([CH3:25])[CH3:24])=[O:19])[CH2:3][C:4]1[CH:9]=[CH:8][C:7]([O:10][CH2:11][C:12]2[CH:13]=[CH:14][CH:15]=[CH:16][CH:17]=2)=[CH:6][CH:5]=1, predict the reactants needed to synthesize it. The reactants are: [NH:1]([C:37]([CH2:39][CH2:40][CH2:41][CH2:42][CH2:43][CH2:44][CH3:45])=[O:38])[C@H:2]([C:18]([NH:20][C@H:21]([C:26]([N:28]1[CH2:36][CH2:35][CH2:34][C@H:29]1[C:30]([O:32]C)=[O:31])=[O:27])[CH2:22][CH:23]([CH3:25])[CH3:24])=[O:19])[CH2:3][C:4]1[CH:9]=[CH:8][C:7]([O:10][CH2:11][C:12]2[CH:17]=[CH:16][CH:15]=[CH:14][CH:13]=2)=[CH:6][CH:5]=1.O.O.[OH-].[Li+].Cl.